From a dataset of Forward reaction prediction with 1.9M reactions from USPTO patents (1976-2016). Predict the product of the given reaction. (1) Given the reactants [Cl:1][C:2]1[CH:3]=[C:4]([C:8](=O)[C:9]([N:14]2C(=O)C3C(=CC=CC=3)C2=O)=[CH:10][N:11](C)[CH3:12])[CH:5]=[CH:6][CH:7]=1.C[NH:27]N, predict the reaction product. The product is: [Cl:1][C:2]1[CH:3]=[C:4]([C:8]2[C:9]([NH2:14])=[CH:10][N:11]([CH3:12])[N:27]=2)[CH:5]=[CH:6][CH:7]=1. (2) The product is: [CH:6]1([S:9][C:10]2[CH:15]=[CH:14][C:13]([C:1](=[O:3])[CH3:2])=[CH:12][CH:11]=2)[CH2:8][CH2:7]1. Given the reactants [C:1](Cl)(=[O:3])[CH3:2].[Cl-].[CH:6]1([S:9][C:10]2[CH:15]=[CH:14][CH:13]=[CH:12][CH:11]=2)[CH2:8][CH2:7]1.Cl, predict the reaction product. (3) Given the reactants [F:1][C:2]([F:11])([F:10])[C:3]1[CH:9]=[CH:8][CH:7]=[CH:6][C:4]=1[NH2:5].N1C=CC=CC=1.[Br:18][C:19]1[CH:24]=[CH:23][C:22]([S:25](Cl)(=[O:27])=[O:26])=[CH:21][CH:20]=1, predict the reaction product. The product is: [Br:18][C:19]1[CH:24]=[CH:23][C:22]([S:25]([NH:5][C:4]2[CH:6]=[CH:7][CH:8]=[CH:9][C:3]=2[C:2]([F:10])([F:11])[F:1])(=[O:27])=[O:26])=[CH:21][CH:20]=1. (4) Given the reactants [NH2:1][CH:2]([CH3:5])[CH2:3][OH:4].Cl[C:7]1[CH:12]=[C:11]([CH3:13])[CH:10]=[CH:9][N:8]=1, predict the reaction product. The product is: [CH3:13][C:11]1[CH:10]=[CH:9][N:8]=[C:7]([NH:1][CH:2]([CH3:5])[CH2:3][OH:4])[CH:12]=1. (5) Given the reactants [OH:1][C:2]1[CH:7]=[CH:6][CH:5]=[CH:4][N:3]=1.[F:8][C:9]1[CH:14]=[C:13](F)[CH:12]=[CH:11][C:10]=1[N+:16]([O-:18])=[O:17].C(=O)([O-])[O-].[K+].[K+], predict the reaction product. The product is: [F:8][C:9]1[CH:14]=[C:13]([N:3]2[CH:4]=[CH:5][CH:6]=[CH:7][C:2]2=[O:1])[CH:12]=[CH:11][C:10]=1[N+:16]([O-:18])=[O:17]. (6) Given the reactants [NH2:1][C:2]1[C:10]2[O:9][CH:8]([CH:11]([OH:13])C)[CH2:7][C:6]=2[C:5]([C:14]2[CH:19]=[CH:18][N:17]=[CH:16][CH:15]=2)=[C:4]([CH3:20])[CH:3]=1, predict the reaction product. The product is: [NH2:1][C:2]1[C:10]2[O:9][CH:8]([CH2:11][OH:13])[CH2:7][C:6]=2[C:5]([CH:14]2[CH2:15][CH2:16][NH:17][CH2:18][CH2:19]2)=[C:4]([CH3:20])[CH:3]=1. (7) Given the reactants F[C:2]1[C:3]([C:8]#[N:9])=[N:4][CH:5]=[CH:6][CH:7]=1.[CH3:10][S-:11].[Na+].O, predict the reaction product. The product is: [CH3:10][S:11][C:2]1[C:3]([C:8]#[N:9])=[N:4][CH:5]=[CH:6][CH:7]=1. (8) Given the reactants FC(F)(F)C(O)=O.[CH3:8][C@@H:9]([O:13][C:14]1[NH:15][C:16]([NH2:25])=[C:17]2[C:21]([N:22]=1)=[N:20][C:19]([O:23][CH3:24])=[N:18]2)[CH2:10][CH2:11][CH3:12].Br[CH2:27][CH2:28][CH2:29][CH2:30][CH:31]1[CH2:36][CH2:35][CH2:34][O:33][CH2:32]1, predict the reaction product. The product is: [CH3:8][C@@H:9]([O:13][C:14]1[N:22]=[C:21]2[C:17]([N:18]=[C:19]([O:23][CH3:24])[N:20]2[CH2:27][CH2:28][CH2:29][CH2:30][CH:31]2[CH2:36][CH2:35][CH2:34][O:33][CH2:32]2)=[C:16]([NH2:25])[N:15]=1)[CH2:10][CH2:11][CH3:12]. (9) Given the reactants [C:1]1(C)C=CC=CC=1.N1CCCCC1.[C:14]12([C:24]3[CH:25]=[C:26]([C:33]4[CH:34]=[C:35]5[C:40](=[CH:41][CH:42]=4)[CH:39]=[C:38](C=O)[CH:37]=[CH:36]5)[CH:27]=[C:28]4[O:32][CH2:31][O:30][C:29]=34)[CH2:23][CH:18]3[CH2:19][CH:20]([CH2:22][CH:16]([CH2:17]3)[CH2:15]1)[CH2:21]2.[S:45]1[CH2:49][C:48](=[O:50])[NH:47][C:46]1=[O:51], predict the reaction product. The product is: [C:14]12([C:24]3[CH:25]=[C:26]([C:33]4[CH:34]=[C:35]5[C:40](=[CH:41][CH:42]=4)[CH:39]=[C:38]([N:47]4[C:48](=[O:50])[C:49](=[CH2:1])[S:45][C:46]4=[O:51])[CH:37]=[CH:36]5)[CH:27]=[C:28]4[O:32][CH2:31][O:30][C:29]=34)[CH2:23][CH:18]3[CH2:19][CH:20]([CH2:22][CH:16]([CH2:17]3)[CH2:15]1)[CH2:21]2. (10) Given the reactants Cl.[Br:2][C:3]1[CH:8]=[CH:7][C:6]([NH:9]N)=[C:5]([F:11])[C:4]=1[C:12]([F:15])([F:14])[F:13].[CH3:16][O:17][C:18]([C:20]1[C:29]([OH:30])=[CH:28][CH:27]2[CH:22]([CH2:23][CH2:24][CH2:25][C:26]2=O)[CH:21]=1)=[O:19], predict the reaction product. The product is: [CH3:16][O:17][C:18]([C:20]1[C:29]([OH:30])=[CH:28][C:27]2[C:26]3[NH:9][C:6]4[C:7]([C:25]=3[CH2:24][CH2:23][C:22]=2[CH:21]=1)=[CH:8][C:3]([Br:2])=[C:4]([C:12]([F:15])([F:14])[F:13])[C:5]=4[F:11])=[O:19].